This data is from Full USPTO retrosynthesis dataset with 1.9M reactions from patents (1976-2016). The task is: Predict the reactants needed to synthesize the given product. (1) Given the product [CH3:36][O:35][C:9]1[CH:8]=[CH:7][C:6]([S:3]([CH2:1][CH2:2][N:37]2[CH2:41][CH2:40][CH2:39][CH2:38]2)(=[O:4])=[O:5])=[CH:11][C:10]=1[S:12]([NH:15][C:16]1[CH:21]=[CH:20][CH:19]=[CH:18][C:17]=1[NH:22][S:23]([C:26]1[S:30][C:29]2[CH:31]=[CH:32][CH:33]=[CH:34][C:28]=2[CH:27]=1)(=[O:25])=[O:24])(=[O:13])=[O:14], predict the reactants needed to synthesize it. The reactants are: [CH:1]([S:3]([C:6]1[CH:7]=[CH:8][C:9]([O:35][CH3:36])=[C:10]([S:12]([NH:15][C:16]2[CH:21]=[CH:20][CH:19]=[CH:18][C:17]=2[NH:22][S:23]([C:26]2[S:30][C:29]3[CH:31]=[CH:32][CH:33]=[CH:34][C:28]=3[CH:27]=2)(=[O:25])=[O:24])(=[O:14])=[O:13])[CH:11]=1)(=[O:5])=[O:4])=[CH2:2].[NH:37]1[CH2:41][CH2:40][CH2:39][CH2:38]1. (2) Given the product [I:1][C:2]1[C:10]2[C:5](=[CH:6][C:7]([C:11]#[N:12])=[CH:8][CH:9]=2)[N:4]([CH3:13])[N:3]=1, predict the reactants needed to synthesize it. The reactants are: [I:1][C:2]1[C:10]2[C:5](=[CH:6][C:7]([C:11]#[N:12])=[CH:8][CH:9]=2)[NH:4][N:3]=1.[CH3:13]C([O-])(C)C.[K+].IC. (3) Given the product [ClH:1].[CH:19]([N:17]1[CH2:18][C:15]([NH2:14])([CH3:32])[CH2:16]1)([C:26]1[CH:31]=[CH:30][CH:29]=[CH:28][CH:27]=1)[C:20]1[CH:21]=[CH:22][CH:23]=[CH:24][CH:25]=1, predict the reactants needed to synthesize it. The reactants are: [ClH:1].CCOC(C)=O.C(OC(=O)[NH:14][C:15]1([CH3:32])[CH2:18][N:17]([CH:19]([C:26]2[CH:31]=[CH:30][CH:29]=[CH:28][CH:27]=2)[C:20]2[CH:25]=[CH:24][CH:23]=[CH:22][CH:21]=2)[CH2:16]1)(C)(C)C. (4) Given the product [C:34]([C:31]1[CH:32]=[CH:33][C:28]([CH2:27][N:26]2[C:25]3[CH:38]=[CH:39][CH:40]=[CH:41][C:24]=3[N:23]=[C:22]2[NH:1][CH2:2][CH2:3][CH2:4][N:5]2[CH2:10][CH2:9][CH:8]([C:11]3[CH:12]=[C:13]([NH:17][C:18](=[O:20])[CH3:19])[CH:14]=[CH:15][CH:16]=3)[CH2:7][CH2:6]2)=[CH:29][CH:30]=1)([CH3:37])([CH3:35])[CH3:36], predict the reactants needed to synthesize it. The reactants are: [NH2:1][CH2:2][CH2:3][CH2:4][N:5]1[CH2:10][CH2:9][CH:8]([C:11]2[CH:12]=[C:13]([NH:17][C:18](=[O:20])[CH3:19])[CH:14]=[CH:15][CH:16]=2)[CH2:7][CH2:6]1.Cl[C:22]1[N:26]([CH2:27][C:28]2[CH:33]=[CH:32][C:31]([C:34]([CH3:37])([CH3:36])[CH3:35])=[CH:30][CH:29]=2)[C:25]2[CH:38]=[CH:39][CH:40]=[CH:41][C:24]=2[N:23]=1. (5) Given the product [Br:12][C:8]1[CH:7]=[C:6]2[C:11](=[CH:10][CH:9]=1)[N:2]([CH3:1])[CH2:3][CH2:4][CH2:5]2, predict the reactants needed to synthesize it. The reactants are: [CH3:1][N:2]1[C:11]2[C:6](=[CH:7][CH:8]=[CH:9][CH:10]=2)[CH2:5][CH2:4][CH2:3]1.[Br-:12].[Br-].[Br-].C([N+](CCCC)(CCCC)CCCC)CCC.C([N+](CCCC)(CCCC)CCCC)CCC.C([N+](CCCC)(CCCC)CCCC)CCC.O. (6) Given the product [Cl:25][C:21]1[CH:20]=[C:19]([C:17](=[O:16])[CH:8]([C:9]#[N:10])[C:5]2[CH:6]=[CH:7][C:2]([F:1])=[CH:3][CH:4]=2)[CH:24]=[CH:23][N:22]=1, predict the reactants needed to synthesize it. The reactants are: [F:1][C:2]1[CH:7]=[CH:6][C:5]([CH2:8][C:9]#[N:10])=[CH:4][CH:3]=1.[O-]CC.[Na+].C[O:16][C:17]([C:19]1[CH:24]=[CH:23][N:22]=[C:21]([Cl:25])[CH:20]=1)=O.